This data is from Peptide-MHC class II binding affinity with 134,281 pairs from IEDB. The task is: Regression. Given a peptide amino acid sequence and an MHC pseudo amino acid sequence, predict their binding affinity value. This is MHC class II binding data. (1) The peptide sequence is LAAAAAWDALAAELY. The MHC is HLA-DPA10103-DPB10301 with pseudo-sequence HLA-DPA10103-DPB10301. The binding affinity (normalized) is 0.382. (2) The peptide sequence is VSLIAVIKGIINLYK. The MHC is H-2-IAb with pseudo-sequence H-2-IAb. The binding affinity (normalized) is 0. (3) The peptide sequence is LYKYKVVKIEPLGVAPTKAK. The MHC is HLA-DPA10201-DPB10501 with pseudo-sequence HLA-DPA10201-DPB10501. The binding affinity (normalized) is 0.858. (4) The peptide sequence is GLLYTVKYPNLSDLD. The binding affinity (normalized) is 0.291. The MHC is DRB1_0901 with pseudo-sequence DRB1_0901. (5) The peptide sequence is ARVTVKDVTFRNITG. The MHC is DRB1_1001 with pseudo-sequence DRB1_1001. The binding affinity (normalized) is 0.464. (6) The peptide sequence is ACPGTSVIIDGNCDGKK. The MHC is DRB1_0404 with pseudo-sequence DRB1_0404. The binding affinity (normalized) is 0.659. (7) The peptide sequence is VHVSFVMAYPEMLAA. The MHC is HLA-DPA10103-DPB10301 with pseudo-sequence HLA-DPA10103-DPB10301. The binding affinity (normalized) is 0.452.